From a dataset of NCI-60 drug combinations with 297,098 pairs across 59 cell lines. Regression. Given two drug SMILES strings and cell line genomic features, predict the synergy score measuring deviation from expected non-interaction effect. (1) Drug 1: CCC1(CC2CC(C3=C(CCN(C2)C1)C4=CC=CC=C4N3)(C5=C(C=C6C(=C5)C78CCN9C7C(C=CC9)(C(C(C8N6C)(C(=O)OC)O)OC(=O)C)CC)OC)C(=O)OC)O.OS(=O)(=O)O. Drug 2: C1=CC=C(C(=C1)C(C2=CC=C(C=C2)Cl)C(Cl)Cl)Cl. Cell line: COLO 205. Synergy scores: CSS=-2.31, Synergy_ZIP=4.66, Synergy_Bliss=10.3, Synergy_Loewe=1.86, Synergy_HSA=1.18. (2) Drug 1: CC1=C(C=C(C=C1)C(=O)NC2=CC(=CC(=C2)C(F)(F)F)N3C=C(N=C3)C)NC4=NC=CC(=N4)C5=CN=CC=C5. Drug 2: B(C(CC(C)C)NC(=O)C(CC1=CC=CC=C1)NC(=O)C2=NC=CN=C2)(O)O. Cell line: A498. Synergy scores: CSS=49.4, Synergy_ZIP=-1.31, Synergy_Bliss=-2.26, Synergy_Loewe=-2.10, Synergy_HSA=-1.72.